From a dataset of Full USPTO retrosynthesis dataset with 1.9M reactions from patents (1976-2016). Predict the reactants needed to synthesize the given product. (1) The reactants are: O=S(Cl)[Cl:3].[Cl:5][C:6]1[CH:7]=[N:8][CH:9]=[C:10]([Cl:14])[C:11]=1[CH2:12]O.C([O-])([O-])=O.[Na+].[Na+]. Given the product [Cl:5][C:6]1[CH:7]=[N:8][CH:9]=[C:10]([Cl:14])[C:11]=1[CH2:12][Cl:3], predict the reactants needed to synthesize it. (2) Given the product [NH2:2][C:3]1[N:8]=[C:7]2[C:6]([N:17]=[CH:27][N:9]2[C@@H:10]2[CH2:14][C@H:13]([CH2:15][OH:16])[CH:12]=[CH:11]2)=[C:5]([Cl:26])[N:4]=1, predict the reactants needed to synthesize it. The reactants are: O.[NH2:2][C:3]1[N:8]=[C:7]([NH:9][C@@H:10]2[CH2:14][C@H:13]([CH2:15][OH:16])[CH:12]=[CH:11]2)[C:6]([N:17]=NC2C=CC(Cl)=CC=2)=[C:5]([Cl:26])[N:4]=1.[C:27](O)(=O)C.O.